This data is from Forward reaction prediction with 1.9M reactions from USPTO patents (1976-2016). The task is: Predict the product of the given reaction. (1) Given the reactants Br[CH2:2][C:3]1[C:8]([CH3:9])=[CH:7][CH:6]=[CH:5][C:4]=1[N:10]1[C:14](=[O:15])[N:13]([CH3:16])[N:12]=[N:11]1.[CH3:17][C:18]1[CH:23]=[C:22]([C:24]2[CH:28]=[C:27]([C:29]([F:32])([F:31])[F:30])[N:26]([CH3:33])[N:25]=2)[CH:21]=[CH:20][C:19]=1[OH:34].C(=O)([O-])[O-].[K+].[K+], predict the reaction product. The product is: [CH3:9][C:8]1[C:3]([CH2:2][O:34][C:19]2[CH:20]=[CH:21][C:22]([C:24]3[CH:28]=[C:27]([C:29]([F:32])([F:31])[F:30])[N:26]([CH3:33])[N:25]=3)=[CH:23][C:18]=2[CH3:17])=[C:4]([N:10]2[C:14](=[O:15])[N:13]([CH3:16])[N:12]=[N:11]2)[CH:5]=[CH:6][CH:7]=1. (2) Given the reactants [N:1]1([C:7]2[CH:16]=[CH:15][CH:14]=[C:13]3[C:8]=2[CH:9]=[CH:10][C:11]([C:17]([F:20])([F:19])[F:18])=[N:12]3)[CH2:6][CH2:5][NH:4][CH2:3][CH2:2]1.[CH3:21][C:22]1[N:30]2[C:25]([CH2:26][O:27][C:28]3[C:34]([CH2:35][CH:36]=O)=[CH:33][CH:32]=[CH:31][C:29]=32)=[N:24][N:23]=1.C(O[BH-](OC(=O)C)OC(=O)C)(=O)C.[Na+].O.C(Cl)[Cl:54], predict the reaction product. The product is: [ClH:54].[CH3:21][C:22]1[N:30]2[C:25]([CH2:26][O:27][C:28]3[C:34]([CH2:35][CH2:36][N:4]4[CH2:5][CH2:6][N:1]([C:7]5[CH:16]=[CH:15][CH:14]=[C:13]6[C:8]=5[CH:9]=[CH:10][C:11]([C:17]([F:20])([F:18])[F:19])=[N:12]6)[CH2:2][CH2:3]4)=[CH:33][CH:32]=[CH:31][C:29]=32)=[N:24][N:23]=1.